Dataset: Peptide-MHC class II binding affinity with 134,281 pairs from IEDB. Task: Regression. Given a peptide amino acid sequence and an MHC pseudo amino acid sequence, predict their binding affinity value. This is MHC class II binding data. (1) The peptide sequence is FKFLLNISYLCHFIT. The MHC is DRB1_0101 with pseudo-sequence DRB1_0101. The binding affinity (normalized) is 0.682. (2) The peptide sequence is LVGPTPANIIGRNLLTQIGC. The MHC is HLA-DPA10201-DPB10501 with pseudo-sequence HLA-DPA10201-DPB10501. The binding affinity (normalized) is 0.0699. (3) The peptide sequence is NSGGGVEGIGLQYLG. The MHC is DRB1_0801 with pseudo-sequence DRB1_0801. The binding affinity (normalized) is 0.190. (4) The peptide sequence is YVVSSFDNIKVFLEG. The MHC is DRB1_0405 with pseudo-sequence DRB1_0405. The binding affinity (normalized) is 0.966. (5) The peptide sequence is EDNLGFLMHAPAFETAGTYLRLVKINDWTEITQF. The MHC is DRB4_0101 with pseudo-sequence DRB4_0103. The binding affinity (normalized) is 0.389. (6) The peptide sequence is IPVIVADDLTAAINK. The MHC is HLA-DQA10303-DQB10402 with pseudo-sequence HLA-DQA10303-DQB10402. The binding affinity (normalized) is 0.